Dataset: Forward reaction prediction with 1.9M reactions from USPTO patents (1976-2016). Task: Predict the product of the given reaction. (1) Given the reactants [CH3:1][C:2]1([CH3:18])[O:6][C@H:5]([CH2:7][O:8][C:9]2[CH:14]=[CH:13][N+:12]([O-])=[C:11]([CH3:16])[C:10]=2[CH3:17])[CH2:4][O:3]1.C(OC(=O)C)(=[O:21])C, predict the reaction product. The product is: [CH3:1][C:2]1([CH3:18])[O:6][C@H:5]([CH2:7][O:8][C:9]2[CH:14]=[CH:13][N:12]=[C:11]([CH2:16][OH:21])[C:10]=2[CH3:17])[CH2:4][O:3]1. (2) Given the reactants [NH2:1][C:2]1[S:3][CH:4]=[C:5]([C:7]2[CH:12]=[CH:11][CH:10]=[C:9]([N+:13]([O-:15])=[O:14])[CH:8]=2)[N:6]=1.[Cl:16][C:17]1[CH:22]=[C:21]([Cl:23])[CH:20]=[C:19]([CH3:24])[C:18]=1[S:25](Cl)(=[O:27])=[O:26], predict the reaction product. The product is: [Cl:16][C:17]1[CH:22]=[C:21]([Cl:23])[CH:20]=[C:19]([CH3:24])[C:18]=1[S:25]([NH:1][C:2]1[S:3][CH:4]=[C:5]([C:7]2[CH:12]=[CH:11][CH:10]=[C:9]([N+:13]([O-:15])=[O:14])[CH:8]=2)[N:6]=1)(=[O:27])=[O:26]. (3) Given the reactants [C:1]([C:3]1[CH:4]=[C:5](B(O)O)[CH:6]=[CH:7][C:8]=1[F:9])#[N:2].Br[C:14]1[CH:15]=[C:16]([CH2:20][N:21]2[CH2:26][CH2:25][N:24]([C:27]([O:29][C:30]([CH3:33])([CH3:32])[CH3:31])=[O:28])[C@@H:23]([CH3:34])[CH2:22]2)[CH:17]=[CH:18][CH:19]=1.C([O-])([O-])=O.[Na+].[Na+], predict the reaction product. The product is: [C:1]([C:3]1[CH:4]=[C:5]([C:18]2[CH:19]=[CH:14][CH:15]=[C:16]([CH2:20][N:21]3[CH2:26][CH2:25][N:24]([C:27]([O:29][C:30]([CH3:33])([CH3:32])[CH3:31])=[O:28])[C@@H:23]([CH3:34])[CH2:22]3)[CH:17]=2)[CH:6]=[CH:7][C:8]=1[F:9])#[N:2].